Task: Binary Classification. Given two protein amino acid sequences, predict whether they physically interact or not.. Dataset: Human Reference Interactome with 51,813 positive PPI pairs across 8,248 proteins, plus equal number of experimentally-validated negative pairs (1) Protein 1 (ENSG00000103460) has sequence MDVRFYPAAAGDPASLDFAQCLGYYGYSKFGNNNNYMNMAEANNAFFAASEQTFHTPSLGDEEFEIPPITPPPESDPALGMPDVLLPFQALSDPLPSQGSEFTPQFPPQSLDLPSITISRNLVEQDGVLHSSGLHMDQSHTQVSQYRQDPSLIMRSIVHMTDAARSGVMPPAQLTTINQSQLSAQLGLNLGGASMPHTSPSPPASKSATPSPSSSINEEDADEANRAIGEKRAAPDSGKKPKTPKKKKKKDPNEPQKPVSAYALFFRDTQAAIKGQNPNATFGEVSKIVASMWDSLGEEQ.... Protein 2 (ENSG00000181610) has sequence MAGSRLETVGSIFSRTRDLVRAGVLKEKPLWFDVYDAFPPLREPVFQRPRVRYGKAKAPIQDIWYHEDRIRAKFYSVYGSGQRAFDLFNPNFKSTCQRFVEKYTELQKLGETDEEKLFVETGKALLAEGVILRRVGEARTQHGGSHVSRKSEHLSVRPQTALEENETQKEVPQDQHLEAPADQSKGLLPP*MAGSRLETVGSIFSRTRDLVRAGVLKEKPLWFDVYDAFPPLREPVFQRPRVRYGKAKAPIQDIWYHEDRIRAKFYSVYGSGQRAFDLFNPNFKSTCQRFVEKYTELQKL.... Result: 0 (the proteins do not interact). (2) Protein 1 (ENSG00000023697) has sequence MSAHNRGTELDLSWISKIQVNHPAVLRRAEQIQARRTVKKEWQAAWLLKAVTFIDLTTLSGDDTSSNIQRLCYKAKYPIREDLLKALNMHDKGITTAAVCVYPARVCDAVKALKAAGCNIPVASVAAGFPAGQTHLKTRLEEIRLAVEDGATEIDVVINRSLVLTGQWEALYDEIRQFRKACGEAHLKTILATGELGTLTNVYKASMIAMMAGSDFIKTSTGKETVNATFPVAIVMLRAIRDFFWKTGNKIGFKPAGGIRSAKDSLAWLSLVKEELGDEWLKPELFRIGASTLLSDIERQ.... Protein 2 (ENSG00000188038) has sequence MMRCCRRRCCCRQPPHALRPLLLLPLVLLPPLAAAAAGPNRCDTIYQGFAECLIRLGDSMGRGGELETICRSWNDFHACASQVLSGCPEEAAAVWESLQQEARQAPRPNNLHTLCGAPVHVRERGTGSETNQETLRATAPALPMAPAPPLLAAALALAYLLRPLA*MTSMPVPLRSCQAVRRRQLQCGNHYSKKLARPPVRITCTLCAVPRCMFGSAAQAPKPTRRRCGLQRLHSPWPLRPHCWRLLWLWPTS*XRCCRRRCCCRQPPHALRPLLLLPLVLLPPLAAAAAGPNRCDTIYQ.... Result: 0 (the proteins do not interact). (3) Protein 1 (ENSG00000127529) has sequence MERGNQTEVGNFLLLGFAEDSDMQLLLHGLFLSMYLVTIIGNLLIILTISSDSHLHTPMYFFLSNLSFADICFTSTTVPKMLVNIQTQSKMITFAGCLTQIFFFIAFGCLDNLLLTMTAYDRFVAICYPLHYTVIMNPRLCGLLVLGSWCISVMGSLLETLTILRLSFCTNMEIPHFFCDPSEVLKLACSDTFINNIVMYFVTIVLGVFPLCGILFSYSQIFSSVLRVSARGQHKAFSTCGSHLSVVSLFYGTGLGVYLSSAVTPPSRTSLAASVMYTMVTPMLNPFIYSLRNKDMKGSL.... Protein 2 (ENSG00000174417) has sequence MENETVSELNQTQLQPRAVVALEYQVVTILLVLIICGLGIVGNIMVVLVVMRTKHMRTPTNCYLVSLAVADLMVLVAAGLPNITDSIYGSWVYGYVGCLCITYLQYLGINASSCSITAFTIERYIAICHPIKAQFLCTFSRAKKIIIFVWAFTSLYCMLWFFLLDLNISTYKDAIVISCGYKISRNYYSPIYLMDFGVFYVVPMILATVLYGFIARILFLNPIPSDPKENSKTWKNDSTHQNTNLNVNTSNRCFNSTVSSRKQVTKMLAVVVILFALLWMPYRTLVVVNSFLSSPFQENW.... Result: 0 (the proteins do not interact). (4) Protein 1 (ENSG00000120696) has sequence MQSREDVPRSRRLASPRGGRRPKRISKPSVSAFFTGPEELKDTAHSAALLAQLKSFYDARLLCDVTIEVVTPGSGPGTGRLFSCNRNVLAAACPYFKSMFTGGMYESQQASVTMHDVDAESFEVLVDYCYTGRVSLSEANVQRLYAASDMLQLEYVREACASFLARRLDLTNCTAILKFADAFDHHKLRSQAQSYIAHNFKQLSRMGSIREETLADLTLAQLLAVLRLDSLDIESERTVCHVAVQWLEAAAKERGPSAAEVFKCVRWMHFTEEDQDYLEGLLTKPIVKKYCLDVIEGALQ.... Protein 2 (ENSG00000177606) has sequence MTAKMETTFYDDALNASFLPSESGPYGYSNPKILKQSMTLNLADPVGSLKPHLRAKNSDLLTSPDVGLLKLASPELERLIIQSSNGHITTTPTPTQFLCPKNVTDEQEGFAEGFVRALAELHSQNTLPSVTSAAQPVNGAGMVAPAVASVAGGSGSGGFSASLHSEPPVYANLSNFNPGALSSGGGAPSYGAAGLAFPAQPQQQQQPPHHLPQQMPVQHPRLQALKEEPQTVPEMPGETPPLSPIDMESQERIKAERKRMRNRIAASKCRKRKLERIARLEEKVKTLKAQNSELASTANM.... Result: 0 (the proteins do not interact). (5) Protein 1 (ENSG00000182628) has sequence MEAEVDKLELMFQKAESDLDYIQYRLEYEIKTNHPDSASEKNPVTLLKELSVIKSRYQTLYARFKPVAVEQKESKSRICATVKKTMNMIQKLQKQTDLELSPLTKEEKTAAEQFKFHMPDL*MASEVGHNLESPETPGGGGWTRVEFPPPAPKGAATVWCLNRLGSRKLSLIWITFNTGWNMKSRLIILIQQVSCHH*MEAEVDKLELMFQKAESDLDYIQYRLEYEIKTNHPDSASETESHSVVQTGVQWHDHGSLQL*MEAEVDKLELMFQKAESDLDYIQYRLEYEIKTNHPDSASE.... Protein 2 (ENSG00000171992) has sequence MEGYSEEASLLRHLEKVASEEEEVPLVVYLKENAALLTANGLHLSQNREAQQSSPAPPPAEVHSPAADVNQNLASPSATLTTPTSNSSHNPPATDVNQNPPATVVPQSLPLSSIQQNSSEAQLPSNGTGPASKPSTLCADGQPQAPAEEVRCSTLLIDKVSTPATTTSTFSREATLIPSSRPPASDFMSSSLLIDIQPNTLVVSADQEMSGRAAATTPTKVYSEVHFTLAKPPSVVNRTARPFGIQAPGGTSQMERSPMLERRHFGEKAPAPQPPSLPDRSPRPQRHIMSRSPMVERRMM.... Result: 0 (the proteins do not interact). (6) Protein 1 (ENSG00000143590) has sequence MAAAPLLLLLLLVPVPLLPLLAQGPGGALGNRHAVYWNSSNQHLRREGYTVQVNVNDYLDIYCPHYNSSGVGPGAGPGPGGGAEQYVLYMVSRNGYRTCNASQGFKRWECNRPHAPHSPIKFSEKFQRYSAFSLGYEFHAGHEYYYISTPTHNLHWKCLRMKVFVCCASTSHSGEKPVPTLPQFTMGPNVKINVLEDFEGENPQVPKLEKSISGTSPKREHLPLAVGIAFFLMTFLAS*. Protein 2 (ENSG00000187180) has sequence MSCQQNQQQCQPPPKCPPKCTPKCPPKCPPKCPPQCPAPCFPAVSSCCGPSSGSCCGPSSGGCCSSGAGGCSLSHHRPRLFHRRRHQSPDCCESEPSGGSGCCHSSGGCC*. Result: 1 (the proteins interact).